This data is from Peptide-MHC class I binding affinity with 185,985 pairs from IEDB/IMGT. The task is: Regression. Given a peptide amino acid sequence and an MHC pseudo amino acid sequence, predict their binding affinity value. This is MHC class I binding data. (1) The peptide sequence is QEPGPVGPL. The MHC is HLA-B39:01 with pseudo-sequence HLA-B39:01. The binding affinity (normalized) is 0.213. (2) The peptide sequence is AMRWGHLPL. The MHC is BoLA-AW10 with pseudo-sequence BoLA-AW10. The binding affinity (normalized) is 0.0641.